From a dataset of Peptide-MHC class II binding affinity with 134,281 pairs from IEDB. Regression. Given a peptide amino acid sequence and an MHC pseudo amino acid sequence, predict their binding affinity value. This is MHC class II binding data. (1) The peptide sequence is KLTVVVGDIIGVLEQ. The MHC is DRB1_0901 with pseudo-sequence DRB1_0901. The binding affinity (normalized) is 0.655. (2) The peptide sequence is TEAKEGLKRGEITHHAV. The binding affinity (normalized) is 0. The MHC is DRB1_0404 with pseudo-sequence DRB1_0404. (3) The peptide sequence is QKGRGSRGQHQAHSLERVCH. The MHC is H-2-IAd with pseudo-sequence H-2-IAd. The binding affinity (normalized) is 0.154. (4) The peptide sequence is GLRSLTTLLRALGAQ. The MHC is DRB1_1302 with pseudo-sequence DRB1_1302. The binding affinity (normalized) is 0.374. (5) The peptide sequence is KKKCDTLLCDIGESSSS. The MHC is HLA-DQA10501-DQB10402 with pseudo-sequence HLA-DQA10501-DQB10402. The binding affinity (normalized) is 0.291. (6) The peptide sequence is EKKYFAATEFEPLAA. The MHC is HLA-DPA10201-DPB11401 with pseudo-sequence HLA-DPA10201-DPB11401. The binding affinity (normalized) is 0.722.